The task is: Predict the reactants needed to synthesize the given product.. This data is from Full USPTO retrosynthesis dataset with 1.9M reactions from patents (1976-2016). (1) Given the product [CH:34]1([N:31]2[CH2:32][CH2:33][N:28]([C:26](=[O:27])[CH2:25][N:14]3[CH2:13][CH2:12][C:7]4[NH:8][C:9]5[CH:10]=[C:11]([O:19][CH3:18])[CH:3]=[CH:4][C:5]=5[C:6]=4[CH2:15]3)[CH2:29][CH2:30]2)[CH2:37][CH2:36][CH2:35]1, predict the reactants needed to synthesize it. The reactants are: CO[C:3]1[CH:11]=[CH:10][C:9]2[NH:8][C:7]3[CH2:12][CH2:13][NH:14][CH2:15][C:6]=3[C:5]=2[CH:4]=1.[Na+].[I-].[C:18]([O-])([O-])=[O:19].[K+].[K+].Cl[CH2:25][C:26]([N:28]1[CH2:33][CH2:32][N:31]([CH:34]2[CH2:37][CH2:36][CH2:35]2)[CH2:30][CH2:29]1)=[O:27]. (2) Given the product [O:1]1[C:5]2[CH:6]=[CH:7][CH:8]=[CH:9][C:4]=2[N:3]=[C:2]1[C:10]([C@@H:11]([NH:15][C:16](=[O:27])[C@@H:17]([F:26])[CH2:18][CH2:19][C:20]1[CH:21]=[CH:22][CH:23]=[CH:24][CH:25]=1)[CH2:12][CH2:13][CH3:14])=[O:28], predict the reactants needed to synthesize it. The reactants are: [O:1]1[C:5]2[CH:6]=[CH:7][CH:8]=[CH:9][C:4]=2[N:3]=[C:2]1[CH:10]([OH:28])[C@@H:11]([NH:15][C:16](=[O:27])[C@@H:17]([F:26])[CH2:18][CH2:19][C:20]1[CH:25]=[CH:24][CH:23]=[CH:22][CH:21]=1)[CH2:12][CH2:13][CH3:14].CC(OI1(OC(C)=O)(OC(C)=O)OC(=O)C2C1=CC=CC=2)=O.[O-]S([O-])(=S)=O.[Na+].[Na+]. (3) The reactants are: Br[CH2:2][C:3]#[N:4].[C:5]1([CH2:15][N:16]2[C:25](=[O:26])[C:24]3[N:23]([CH2:27][C:28]#[C:29][CH3:30])[C:22]([N:31]4[CH2:36][CH2:35][CH2:34][CH:33]([NH:37][C:38]([O:40][C:41]([CH3:44])([CH3:43])[CH3:42])=[O:39])[CH2:32]4)=[N:21][C:20]=3[NH:19][C:17]2=[O:18])[C:14]2[C:9](=[CH:10][CH:11]=[CH:12][CH:13]=2)[CH:8]=[CH:7][CH:6]=1.C(=O)([O-])[O-].[K+].[K+].O. Given the product [C:5]1([CH2:15][N:16]2[C:25](=[O:26])[C:24]3[N:23]([CH2:27][C:28]#[C:29][CH3:30])[C:22]([N:31]4[CH2:36][CH2:35][CH2:34][CH:33]([NH:37][C:38]([O:40][C:41]([CH3:44])([CH3:43])[CH3:42])=[O:39])[CH2:32]4)=[N:21][C:20]=3[N:19]([CH2:2][C:3]#[N:4])[C:17]2=[O:18])[C:14]2[C:9](=[CH:10][CH:11]=[CH:12][CH:13]=2)[CH:8]=[CH:7][CH:6]=1, predict the reactants needed to synthesize it.